Dataset: Full USPTO retrosynthesis dataset with 1.9M reactions from patents (1976-2016). Task: Predict the reactants needed to synthesize the given product. (1) Given the product [N:12]1([C:2]2[CH:3]=[CH:4][CH:5]=[C:6]3[C:11]=2[N:10]=[CH:9][CH:8]=[CH:7]3)[CH2:17][CH2:16][NH:15][CH2:14][CH2:13]1, predict the reactants needed to synthesize it. The reactants are: Br[C:2]1[CH:3]=[CH:4][CH:5]=[C:6]2[C:11]=1[N:10]=[CH:9][CH:8]=[CH:7]2.[NH:12]1[CH2:17][CH2:16][NH:15][CH2:14][CH2:13]1. (2) Given the product [Cl:29][C:20](=[O:21])[C@@H:19]([NH:18][C:16](=[O:17])[O:15][CH2:14][CH:12]1[C:11]2[CH:10]=[CH:9][CH:8]=[CH:7][C:6]=2[C:5]2[C:13]1=[CH:1][CH:2]=[CH:3][CH:4]=2)[CH2:23][CH:24]([CH3:26])[CH3:25], predict the reactants needed to synthesize it. The reactants are: [CH:1]1[C:13]2[CH:12]([CH2:14][O:15][C:16]([NH:18][C@@H:19]([CH2:23][CH:24]([CH3:26])[CH3:25])[C:20](O)=[O:21])=[O:17])[C:11]3[C:6](=[CH:7][CH:8]=[CH:9][CH:10]=3)[C:5]=2[CH:4]=[CH:3][CH:2]=1.S(Cl)([Cl:29])=O.CN(C=O)C. (3) Given the product [OH:27][NH:29][C:21](=[O:22])/[CH:20]=[CH:19]/[C:14]1[CH:15]=[CH:16][CH:17]=[CH:18][C:13]=1[NH:12][S:9]([C:5]1[CH:6]=[CH:7][CH:8]=[C:3]([C:2]([F:26])([F:25])[F:1])[CH:4]=1)(=[O:11])=[O:10], predict the reactants needed to synthesize it. The reactants are: [F:1][C:2]([F:26])([F:25])[C:3]1[CH:4]=[C:5]([S:9]([NH:12][C:13]2[CH:18]=[CH:17][CH:16]=[CH:15][C:14]=2/[CH:19]=[CH:20]/[C:21](OC)=[O:22])(=[O:11])=[O:10])[CH:6]=[CH:7][CH:8]=1.[OH-:27].[Na+].[NH2:29]O.Cl. (4) Given the product [Br:8][C:7]1[C:2]([C:18]2[CH:17]=[CH:16][CH:15]=[C:14]([O:13][CH3:12])[CH:19]=2)=[N:3][CH:4]=[C:5]([N+:9]([O-:11])=[O:10])[CH:6]=1, predict the reactants needed to synthesize it. The reactants are: Br[C:2]1[C:7]([Br:8])=[CH:6][C:5]([N+:9]([O-:11])=[O:10])=[CH:4][N:3]=1.[CH3:12][O:13][C:14]1[CH:15]=[C:16](B(O)O)[CH:17]=[CH:18][CH:19]=1. (5) Given the product [CH:1]1[C:11]2[CH2:10][CH2:9][C:8]3[CH:12]=[CH:13][CH:14]=[CH:15][C:7]=3[CH:6]([CH2:16][C:17]([C:19]3[CH:24]=[CH:23][N:22]=[CH:21][CH:20]=3)=[N:26][OH:27])[C:5]=2[CH:4]=[CH:3][CH:2]=1, predict the reactants needed to synthesize it. The reactants are: [CH:1]1[C:11]2[CH2:10][CH2:9][C:8]3[CH:12]=[CH:13][CH:14]=[CH:15][C:7]=3[CH:6]([CH2:16][C:17]([C:19]3[CH:24]=[CH:23][N:22]=[CH:21][CH:20]=3)=O)[C:5]=2[CH:4]=[CH:3][CH:2]=1.Cl.[NH2:26][OH:27].C([O-])(O)=O.[Na+]. (6) Given the product [Br:1][C:2]1[CH:3]=[C:4]([CH2:8][C:9]([O:11][CH2:12][CH3:13])=[O:10])[CH:5]=[CH:6][CH:7]=1, predict the reactants needed to synthesize it. The reactants are: [Br:1][C:2]1[CH:3]=[C:4]([CH2:8][C:9]([OH:11])=[O:10])[CH:5]=[CH:6][CH:7]=1.[CH3:12][CH2:13]O. (7) Given the product [CH:10]1[C:11]2[C:16](=[CH:15][CH:14]=[CH:13][CH:12]=2)[CH:17]=[CH:18][C:9]=1[C:7]1[C:6]2[CH:5]=[CH:4][S:3][C:2]=2[NH:20][N:21]=1, predict the reactants needed to synthesize it. The reactants are: Cl[C:2]1[S:3][CH:4]=[CH:5][C:6]=1[C:7]([C:9]1[CH:18]=[CH:17][C:16]2[C:11](=[CH:12][CH:13]=[CH:14][CH:15]=2)[CH:10]=1)=O.O.[NH2:20][NH2:21]. (8) Given the product [NH:31]1[CH2:32][CH2:33][CH2:34][CH2:35][CH:29]([NH:28][C:2]2[C:11]3[C:6](=[CH:7][CH:8]=[CH:9][CH:10]=3)[N:5]=[C:4]([C:12]3[CH:17]=[CH:16][CH:15]=[CH:14][C:13]=3[OH:18])[N:3]=2)[CH2:30]1, predict the reactants needed to synthesize it. The reactants are: Cl[C:2]1[C:11]2[C:6](=[CH:7][CH:8]=[CH:9][CH:10]=2)[N:5]=[C:4]([C:12]2[CH:17]=[CH:16][CH:15]=[CH:14][C:13]=2[OH:18])[N:3]=1.C(N(C(C)C)CC)(C)C.[NH2:28][CH:29]1[CH2:35][CH2:34][CH2:33][CH2:32][N:31](C(OC(C)(C)C)=O)[CH2:30]1. (9) Given the product [C:21]([O:24][C:25]1[C:26]([F:36])=[C:27]2[C:28](=[CH:29][CH:30]=1)[N:31]([C:32](=[O:34])[CH3:33])[N:13]=[CH:35]2)(=[O:23])[CH3:22], predict the reactants needed to synthesize it. The reactants are: C(OC(=O)C)(=O)C.C([O-])(=O)C.[K+].[N:13](OCCC(C)C)=O.[C:21]([O:24][C:25]1[CH:30]=[CH:29][C:28]([NH:31][C:32](=[O:34])[CH3:33])=[C:27]([CH3:35])[C:26]=1[F:36])(=[O:23])[CH3:22].